Dataset: Forward reaction prediction with 1.9M reactions from USPTO patents (1976-2016). Task: Predict the product of the given reaction. (1) Given the reactants [NH2:1][CH2:2][C:3]1[CH:4]=[CH:5][C:6]([Cl:19])=[C:7]([O:9][C:10]2[CH:11]=[C:12]([CH:15]=[C:16]([Cl:18])[CH:17]=2)[C:13]#[N:14])[CH:8]=1.[CH3:20][O:21][C:22]1[CH:30]=[C:29]2[C:25]([C:26]([C:31](O)=[O:32])=[CH:27][NH:28]2)=[CH:24][CH:23]=1.CN(C(ON1N=NC2C=CC=NC1=2)=[N+](C)C)C.F[P-](F)(F)(F)(F)F.CCN(C(C)C)C(C)C, predict the reaction product. The product is: [Cl:19][C:6]1[CH:5]=[CH:4][C:3]([CH2:2][NH:1][C:31]([C:26]2[C:25]3[C:29](=[CH:30][C:22]([O:21][CH3:20])=[CH:23][CH:24]=3)[NH:28][CH:27]=2)=[O:32])=[CH:8][C:7]=1[O:9][C:10]1[CH:11]=[C:12]([C:13]#[N:14])[CH:15]=[C:16]([Cl:18])[CH:17]=1. (2) Given the reactants [N:1]1([C:19]([O:21]C(C)(C)C)=O)[C@H:5]([C:6]([O:8][CH2:9][C:10]2[CH:15]=[CH:14][CH:13]=[CH:12][CH:11]=2)=[O:7])[CH2:4][C@@H:3]2[CH2:16][CH2:17][CH2:18][C@H:2]12.[CH3:26][O:27][C:28]([NH:30][C@@H:31]([C@@H:35]([CH3:38])[CH2:36][CH3:37])C(O)=O)=[O:29].CN(C(ON1N=NC2C=CC=NC1=2)=[N+](C)C)C.F[P-](F)(F)(F)(F)F.CCN(C(C)C)C(C)C, predict the reaction product. The product is: [CH3:26][O:27][C:28]([NH:30][C@@H:31]([C@@H:35]([CH3:38])[CH2:36][CH3:37])[C:19]([N:1]1[C@H:5]([C:6]([O:8][CH2:9][C:10]2[CH:11]=[CH:12][CH:13]=[CH:14][CH:15]=2)=[O:7])[CH2:4][C@@H:3]2[CH2:16][CH2:17][CH2:18][C@H:2]12)=[O:21])=[O:29].